Task: Predict the reaction yield, written as a fraction of the theoretical maximum amount of product (1.0 means a 100% yield; for example, 0.34 means a 34% yield).. Dataset: Reaction yield outcomes from USPTO patents with 853,638 reactions (1) The reactants are [Si]([O:8][CH2:9][CH2:10][N:11]([CH:41]([CH3:43])[CH3:42])[C:12]([C:14]1[C:19]([O:20][CH2:21][C:22]2[CH:27]=[CH:26][CH:25]=[CH:24][CH:23]=2)=[C:18]([OH:28])[N:17]=[C:16]([CH2:29][C:30]2([C:35]3[CH:40]=[CH:39][CH:38]=[CH:37][N:36]=3)[CH2:34][CH2:33][CH2:32][CH2:31]2)[N:15]=1)=[O:13])(C(C)(C)C)(C)C.Cl.C([O-])(O)=O.[Na+]. The catalyst is O1CCCC1.O. The product is [OH:8][CH2:9][CH2:10][N:11]([CH:41]([CH3:43])[CH3:42])[C:12]([C:14]1[C:19]([O:20][CH2:21][C:22]2[CH:27]=[CH:26][CH:25]=[CH:24][CH:23]=2)=[C:18]([OH:28])[N:17]=[C:16]([CH2:29][C:30]2([C:35]3[CH:40]=[CH:39][CH:38]=[CH:37][N:36]=3)[CH2:34][CH2:33][CH2:32][CH2:31]2)[N:15]=1)=[O:13]. The yield is 0.820. (2) The reactants are [N:1]([C:4]1[CH:9]=[CH:8][CH:7]=[CH:6][C:5]=1[O:10][C:11]1[CH:16]=[CH:15][CH:14]=[CH:13][CH:12]=1)=[C:2]=[O:3].[N:17]1[CH:22]=[CH:21][CH:20]=[C:19]([C:23]2[CH2:27][CH:26]([C:28]3[CH:33]=[CH:32][CH:31]=[CH:30][C:29]=3[OH:34])[NH:25][N:24]=2)[CH:18]=1. The product is [OH:34][C:29]1[CH:30]=[CH:31][CH:32]=[CH:33][C:28]=1[CH:26]1[N:25]([C:2]([NH:1][C:4]2[CH:9]=[CH:8][CH:7]=[CH:6][C:5]=2[O:10][C:11]2[CH:16]=[CH:15][CH:14]=[CH:13][CH:12]=2)=[O:3])[N:24]=[C:23]([C:19]2[CH:18]=[N:17][CH:22]=[CH:21][CH:20]=2)[CH2:27]1. The catalyst is CN(C=O)C.ClCCCl.C(=O)(O)[O-].[Na+]. The yield is 0.128.